This data is from Full USPTO retrosynthesis dataset with 1.9M reactions from patents (1976-2016). The task is: Predict the reactants needed to synthesize the given product. (1) Given the product [C:1]([O:5][C:6]([N:8]1[CH2:13][CH2:12][CH:11]([CH2:14][CH2:15][CH2:16][O:17][C:18]2[CH:23]=[CH:22][C:21]([C:24](=[O:26])[NH:28][C@H:29]([CH3:32])[CH2:30][OH:31])=[C:20]([CH3:27])[CH:19]=2)[CH2:10][CH2:9]1)=[O:7])([CH3:4])([CH3:3])[CH3:2], predict the reactants needed to synthesize it. The reactants are: [C:1]([O:5][C:6]([N:8]1[CH2:13][CH2:12][CH:11]([CH2:14][CH2:15][CH2:16][O:17][C:18]2[CH:23]=[CH:22][C:21]([C:24]([OH:26])=O)=[C:20]([CH3:27])[CH:19]=2)[CH2:10][CH2:9]1)=[O:7])([CH3:4])([CH3:3])[CH3:2].[NH2:28][C@H:29]([CH3:32])[CH2:30][OH:31]. (2) Given the product [CH2:1]([O:3][C:4]1[CH:9]=[CH:8][C:7]([S:28]([Cl:31])(=[O:30])=[O:29])=[CH:6][C:5]=1[C:10]1[NH:15][C:14](=[O:16])[C:13]2=[C:17]([CH3:27])[N:18]=[C:19]([CH2:20][CH2:21][CH2:22][CH2:23][CH2:24][CH2:25][CH3:26])[N:12]2[N:11]=1)[CH3:2], predict the reactants needed to synthesize it. The reactants are: [CH2:1]([O:3][C:4]1[CH:9]=[CH:8][CH:7]=[CH:6][C:5]=1[C:10]1[NH:15][C:14](=[O:16])[C:13]2=[C:17]([CH3:27])[N:18]=[C:19]([CH2:20][CH2:21][CH2:22][CH2:23][CH2:24][CH2:25][CH3:26])[N:12]2[N:11]=1)[CH3:2].[S:28](Cl)([Cl:31])(=[O:30])=[O:29]. (3) Given the product [Cl:30][C:27]1[CH:26]=[CH:25][C:24]([CH:13]([C:14]2[CH:19]=[CH:18][C:17]([C:20]([F:21])([F:22])[F:23])=[CH:16][CH:15]=2)[O:12][C:5]2[CH:4]=[CH:3][C:2]([NH:1][C:42]([NH:41][C:35]3[CH:36]=[CH:37][C:38]([O:39][CH3:40])=[C:33]([O:32][CH3:31])[CH:34]=3)=[O:43])=[CH:11][C:6]=2[C:7]([O:9][CH3:10])=[O:8])=[CH:29][CH:28]=1, predict the reactants needed to synthesize it. The reactants are: [NH2:1][C:2]1[CH:3]=[CH:4][C:5]([O:12][CH:13]([C:24]2[CH:29]=[CH:28][C:27]([Cl:30])=[CH:26][CH:25]=2)[C:14]2[CH:19]=[CH:18][C:17]([C:20]([F:23])([F:22])[F:21])=[CH:16][CH:15]=2)=[C:6]([CH:11]=1)[C:7]([O:9][CH3:10])=[O:8].[CH3:31][O:32][C:33]1[CH:34]=[C:35]([N:41]=[C:42]=[O:43])[CH:36]=[CH:37][C:38]=1[O:39][CH3:40]. (4) Given the product [C:17]([O:21][C:22](=[O:33])[NH:23][C@H:24]1[CH2:25][CH2:26][C@H:27]([CH2:30][CH2:31][N:12]2[CH2:11][CH2:10][CH:9]([C:6]3[C:5]4[CH:15]=[CH:16][C:2]([F:1])=[CH:3][C:4]=4[O:8][N:7]=3)[CH2:14][CH2:13]2)[CH2:28][CH2:29]1)([CH3:20])([CH3:19])[CH3:18], predict the reactants needed to synthesize it. The reactants are: [F:1][C:2]1[CH:16]=[CH:15][C:5]2[C:6]([CH:9]3[CH2:14][CH2:13][NH:12][CH2:11][CH2:10]3)=[N:7][O:8][C:4]=2[CH:3]=1.[C:17]([O:21][C:22](=[O:33])[NH:23][C@H:24]1[CH2:29][CH2:28][C@H:27]([CH2:30][CH:31]=O)[CH2:26][CH2:25]1)([CH3:20])([CH3:19])[CH3:18].C(O[BH-](OC(=O)C)OC(=O)C)(=O)C.[Na+].